Dataset: Forward reaction prediction with 1.9M reactions from USPTO patents (1976-2016). Task: Predict the product of the given reaction. (1) Given the reactants [Na].[F:2][C:3]1[CH:8]=[CH:7][C:6]([CH2:9][C:10](=[O:12])[CH3:11])=[CH:5][CH:4]=1.[C:13](OCC)(=[O:16])[CH:14]=[CH2:15], predict the reaction product. The product is: [F:2][C:3]1[CH:4]=[CH:5][C:6]([CH:9]2[CH2:15][CH2:14][C:13](=[O:16])[CH2:11][C:10]2=[O:12])=[CH:7][CH:8]=1. (2) The product is: [CH3:11][N:8]1[C:9]2[CH:10]=[C:2]([N:34]3[CH2:35][CH2:36][N:31]([C:28]4[CH:27]=[CH:26][C:25]([C:24]([F:38])([F:39])[F:23])=[CH:30][N:29]=4)[CH2:32][C:33]3=[O:37])[CH:3]=[CH:4][C:5]=2[C:6]2[CH2:15][N:14]([C:16]([O:18][C:19]([CH3:22])([CH3:21])[CH3:20])=[O:17])[CH2:13][CH2:12][C:7]1=2. Given the reactants Br[C:2]1[CH:3]=[CH:4][C:5]2[C:6]3[CH2:15][N:14]([C:16]([O:18][C:19]([CH3:22])([CH3:21])[CH3:20])=[O:17])[CH2:13][CH2:12][C:7]=3[N:8]([CH3:11])[C:9]=2[CH:10]=1.[F:23][C:24]([F:39])([F:38])[C:25]1[CH:26]=[CH:27][C:28]([N:31]2[CH2:36][CH2:35][NH:34][C:33](=[O:37])[CH2:32]2)=[N:29][CH:30]=1, predict the reaction product. (3) Given the reactants [C:1]([C:3]1[CH:4]=[CH:5][C:6]([S:9][CH3:10])=[N:7][CH:8]=1)#[N:2].[C:11](OC)(=[O:19])[C:12]1[C:13](=[CH:15][CH:16]=[CH:17][CH:18]=1)[SH:14].C(N(CC)CC)C, predict the reaction product. The product is: [CH3:10][S:9][C:6]1[N:7]=[CH:8][C:3]([C:1]2[S:14][C:13]3[CH:15]=[CH:16][CH:17]=[CH:18][C:12]=3[C:11](=[O:19])[N:2]=2)=[CH:4][CH:5]=1. (4) The product is: [CH3:18][O:17][C:15](=[O:16])[C:14]1[CH:19]=[CH:20][C:11]([C:3]2[CH:2]=[N:1][CH:6]=[CH:5][CH:4]=2)=[CH:12][CH:13]=1. Given the reactants [N:1]1[CH:6]=[CH:5][CH:4]=[C:3](B(O)O)[CH:2]=1.Br[C:11]1[CH:20]=[CH:19][C:14]([C:15]([O:17][CH3:18])=[O:16])=[CH:13][CH:12]=1.C([O-])([O-])=O.[Na+].[Na+].C1(P(C2C=CC=CC=2)C2C=CC=CC=2)C=CC=CC=1, predict the reaction product.